From a dataset of Forward reaction prediction with 1.9M reactions from USPTO patents (1976-2016). Predict the product of the given reaction. (1) The product is: [F:19][C:20]1[CH:27]=[CH:26][CH:25]=[C:24]([F:28])[C:21]=1[CH2:22][NH:23][C:2]1[N:7]=[CH:6][C:5]([O:8][C:9]2[CH:14]=[CH:13][CH:12]=[CH:11][C:10]=2[C:15]([F:18])([F:17])[F:16])=[CH:4][N:3]=1. Given the reactants Cl[C:2]1[N:7]=[CH:6][C:5]([O:8][C:9]2[CH:14]=[CH:13][CH:12]=[CH:11][C:10]=2[C:15]([F:18])([F:17])[F:16])=[CH:4][N:3]=1.[F:19][C:20]1[CH:27]=[CH:26][CH:25]=[C:24]([F:28])[C:21]=1[CH2:22][NH2:23], predict the reaction product. (2) Given the reactants [C:1]([C:4]1[CH:12]=[CH:11][C:7]([C:8]([OH:10])=O)=[CH:6][CH:5]=1)(=[O:3])[CH3:2].[F:13][C:14]([F:24])([F:23])[O:15][C:16]1[CH:22]=[CH:21][C:19]([NH2:20])=[CH:18][CH:17]=1.CN(C(ON1N=NC2C=CC=NC1=2)=[N+](C)C)C.F[P-](F)(F)(F)(F)F, predict the reaction product. The product is: [C:1]([C:4]1[CH:5]=[CH:6][C:7]([C:8]([NH:20][C:19]2[CH:21]=[CH:22][C:16]([O:15][C:14]([F:13])([F:23])[F:24])=[CH:17][CH:18]=2)=[O:10])=[CH:11][CH:12]=1)(=[O:3])[CH3:2]. (3) Given the reactants [C:1]([C:3]1[CH:26]=[CH:25][C:6]([O:7][CH2:8][C@@:9]([OH:24])([CH3:23])[C:10]([NH:12][C:13]2[CH:18]=[CH:17][C:16]([C:19]#[N:20])=[C:15]([CH2:21][OH:22])[CH:14]=2)=[O:11])=[CH:5][C:4]=1[F:27])#[N:2].[Cr](Cl)([O-])(=O)=O.[NH+]1C=CC=CC=1, predict the reaction product. The product is: [C:1]([C:3]1[CH:26]=[CH:25][C:6]([O:7][CH2:8][C@@:9]([OH:24])([CH3:23])[C:10]([NH:12][C:13]2[CH:18]=[CH:17][C:16]([C:19]#[N:20])=[C:15]([CH:21]=[O:22])[CH:14]=2)=[O:11])=[CH:5][C:4]=1[F:27])#[N:2]. (4) Given the reactants [Cl:1][C:2]1[CH:7]=[CH:6][C:5]([NH:8][C:9](=[O:21])[C:10]2[CH:11]=[C:12]([CH:16]=[CH:17][C:18]=2[O:19][CH3:20])[C:13]([NH2:15])=[O:14])=[CH:4][CH:3]=1.[CH2:22](Br)[CH2:23][CH2:24]C, predict the reaction product. The product is: [CH2:20]([O:19][C:18]1[CH:17]=[CH:16][C:12]([C:13]([NH2:15])=[O:14])=[CH:11][C:10]=1[C:9]([NH:8][C:5]1[CH:6]=[CH:7][C:2]([Cl:1])=[CH:3][CH:4]=1)=[O:21])[CH2:22][CH2:23][CH3:24]. (5) The product is: [ClH:11].[CH3:1][O:2][C:3]1[CH:8]=[CH:7][C:6]([S:9][CH2:12][CH2:13][NH2:14])=[CH:5][CH:4]=1.[ClH:10]. Given the reactants [CH3:1][O:2][C:3]1[CH:8]=[CH:7][C:6]([SH:9])=[CH:5][CH:4]=1.[ClH:10].[Cl:11][CH2:12][CH2:13][NH2:14].C([O-])([O-])=O.[Cs+].[Cs+], predict the reaction product. (6) Given the reactants COC1C=CC(C[S:8][C@H:9]2[CH2:13][N:12]([S:14]([C:17]3[CH:26]=[CH:25][C:24]4[C:19](=[CH:20][CH:21]=[CH:22][CH:23]=4)[CH:18]=3)(=[O:16])=[O:15])[C@H:11]([C:27]([C:29]3[CH:34]=[CH:33][C:32]([O:35][CH3:36])=[CH:31][CH:30]=3)=[O:28])[CH2:10]2)=CC=1.C[Si](Cl)(C)C.CS(C)=O.C([O-])([O-])=O.[Na+].[Na+].C([O-])([O-])=O.[K+].[K+].C(S)[C@@H](O)[C@H](O)CS.OS([O-])(=O)=O.[K+], predict the reaction product. The product is: [SH:8][C@H:9]1[CH2:13][N:12]([S:14]([C:17]2[CH:26]=[CH:25][C:24]3[C:19](=[CH:20][CH:21]=[CH:22][CH:23]=3)[CH:18]=2)(=[O:16])=[O:15])[C@H:11]([C:27]([C:29]2[CH:30]=[CH:31][C:32]([O:35][CH3:36])=[CH:33][CH:34]=2)=[O:28])[CH2:10]1.